This data is from Reaction yield outcomes from USPTO patents with 853,638 reactions. The task is: Predict the reaction yield, written as a fraction of the theoretical maximum amount of product (1.0 means a 100% yield; for example, 0.34 means a 34% yield). (1) The product is [CH2:26]([O:7][CH2:6][CH2:5][O:4][C:3]1[CH:8]=[C:9]([Cl:21])[C:10]([CH2:12][C:13]2[CH:14]=[CH:15][C:16]([CH2:19][CH3:20])=[CH:17][CH:18]=2)=[CH:11][C:2]=1[Br:1])[CH:25]=[CH2:24]. The reactants are [Br:1][C:2]1[CH:11]=[C:10]([CH2:12][C:13]2[CH:18]=[CH:17][C:16]([CH2:19][CH3:20])=[CH:15][CH:14]=2)[C:9]([Cl:21])=[CH:8][C:3]=1[O:4][CH2:5][CH2:6][OH:7].[H-].[Na+].[CH2:24](Br)[CH:25]=[CH2:26]. The yield is 0.850. The catalyst is CN(C=O)C. (2) The reactants are [CH2:1]([OH:23])[CH2:2][CH2:3][CH2:4][CH2:5][CH2:6][CH2:7][CH2:8][CH2:9][CH2:10][CH2:11][CH2:12]/[CH:13]=[CH:14]\[CH2:15][CH2:16][CH2:17][CH2:18][CH2:19][CH2:20][CH2:21][CH3:22].[Cl:24][CH2:25][C:26](Cl)=[O:27]. The catalyst is C1(C)C=CC=CC=1. The product is [Cl:24][CH2:25][C:26]([O:23][CH2:1][CH2:2][CH2:3][CH2:4][CH2:5][CH2:6][CH2:7][CH2:8][CH2:9][CH2:10][CH2:11][CH2:12]/[CH:13]=[CH:14]\[CH2:15][CH2:16][CH2:17][CH2:18][CH2:19][CH2:20][CH2:21][CH3:22])=[O:27]. The yield is 0.943. (3) The reactants are [CH2:1]([N:8]1[C:16]2[C:11](=[CH:12][CH:13]=[CH:14][CH:15]=2)[C:10]([CH:17]=[N:18][NH:19][C:20](=[S:22])[NH2:21])=[CH:9]1)[C:2]1[CH:7]=[CH:6][CH:5]=[CH:4][CH:3]=1.Br[CH2:24][C:25]([C:27]1[CH:32]=[CH:31][CH:30]=[C:29]([Cl:33])[CH:28]=1)=O.[CH2:34]1COCC1. No catalyst specified. The product is [CH2:1]([N:8]1[C:16]2[C:11](=[CH:12][CH:13]=[CH:14][CH:15]=2)[C:10]([C:17](=[N:18][NH:19][C:20]2[S:22][CH:24]=[C:25]([C:27]3[CH:32]=[CH:31][CH:30]=[C:29]([Cl:33])[CH:28]=3)[N:21]=2)[CH3:34])=[CH:9]1)[C:2]1[CH:3]=[CH:4][CH:5]=[CH:6][CH:7]=1. The yield is 0.760. (4) The reactants are [NH2:1][C:2]1[CH:3]=[N:4][CH:5]=[C:6]([Br:8])[CH:7]=1.[H-].[Na+].Br[CH2:12][CH2:13][O:14][CH2:15][CH2:16]Br. The catalyst is CN(C=O)C. The product is [Br:8][C:6]1[CH:7]=[C:2]([N:1]2[CH2:16][CH2:15][O:14][CH2:13][CH2:12]2)[CH:3]=[N:4][CH:5]=1. The yield is 0.400. (5) The reactants are COC1C=CC(C[N:8](CC2C=CC(OC)=CC=2)[C:9]2[N:14]=[C:13]([CH3:15])[N:12]=[C:11]([C:16]3[C:17]([NH:34][C:35]4[CH:44]=[C:43]5[C:38]([CH:39]=[CH:40][CH:41]=[N:42]5)=[CH:37][CH:36]=4)=[N:18][CH:19]=[C:20]([C@H:22]([N:24]4[CH2:29][CH2:28][N:27]([S:30]([CH3:33])(=[O:32])=[O:31])[CH2:26][CH2:25]4)[CH3:23])[CH:21]=3)[N:10]=2)=CC=1.FC(F)(F)S(O)(=O)=O.[C:64]([OH:70])([C:66]([F:69])([F:68])[F:67])=[O:65]. The product is [F:67][C:66]([F:69])([F:68])[C:64]([OH:70])=[O:65].[NH2:8][C:9]1[N:14]=[C:13]([CH3:15])[N:12]=[C:11]([C:16]2[C:17]([NH:34][C:35]3[CH:44]=[C:43]4[C:38]([CH:39]=[CH:40][CH:41]=[N:42]4)=[CH:37][CH:36]=3)=[N:18][CH:19]=[C:20]([C@H:22]([N:24]3[CH2:25][CH2:26][N:27]([S:30]([CH3:33])(=[O:31])=[O:32])[CH2:28][CH2:29]3)[CH3:23])[CH:21]=2)[N:10]=1. The yield is 0.365. No catalyst specified.